Task: Regression. Given a target protein amino acid sequence and a drug SMILES string, predict the binding affinity score between them. We predict pIC50 (pIC50 = -log10(IC50 in M); higher means more potent). Dataset: bindingdb_ic50.. Dataset: Drug-target binding data from BindingDB using IC50 measurements (1) The compound is O=C(c1ccc(Cl)cc1)c1ccc(S(=O)(=O)c2ccc(Cl)cc2)cc1. The target protein (P0C5S6) has sequence MFDFSLEAIVYAKAISLLATVAVVMMWLFYYCYRLKQKNEVIFGTHHAAYIAYSVCIIAWISSNAYFHTDLLPELGASAGMFMAKFANLASFFAFAFAYYFSCQLAAEQRKGKVHRWQQGIFVSLTVYSLFINLRPGLTVEHVDIVGPSQFIIEFGPHTSYFFIGLVSFVVLTLVNLVAMRTNSSKLTLAKTNYMIAGILVFMLSTAVIHLGMTYFMGDFSLTWLPPALSISEMLFVGYALLTSRFYSVKYIAYLALSVLLVCAIFVLPLGAIFIPLTESNQWLIAIPICALIGITWQLLYKKTSRYASFLIYGDKKTPVQQILSLEEDFKLSIDDAMRRLGKLLQIPNDKLRLVTSNYNETFYEEYLSSNRSVLVFDELSEELEYKVSAKRSMKALYDKMSSNNTALVMPLFGQGKSVTHLLISPHKSNNQMFSNEEISAVQTLLTRVQSTIEADRRIRQSRALANSIAHEMRNPLAQVQLQFEALKQHIENHAPVEQI.... The pIC50 is 5.6. (2) The target protein (P33436) has sequence MEARLVWGVLVGPLRVLCVLCCLLGHAIAAPSPIIKFPGDVSPKTDKELAVQYLNTFYGCPKESCNLFVLKDTLKKMQKFFGLPQTGDLDQNTIETMRKPRCGNPDVANYNFFPRKPKWDKNQITYRIIGYTPDLDPETVDDAFARALKVWSDVTPLRFSRIHDGEADIMINFGRWEHGDGYPFDGKDGLLAHAFAPGTGVGGDSHFDDDELWTLGEGQVVRVKYGNADGEYCKFPFLFNGREYSSCTDTGRSDGFLWCSTTYNFEKDGKYGFCPHEALFTMGGNGDGQPCKFPFRFQGTSYNSCTTEGRTDGYRWCGTTEDYDRDKKYGFCPETAMSTVGGNSEGAPCVFPFTFLGNKYESCTSAGRSDGKVWCATTTNYDDDRKWGFCPDQGYSLFLVAAHEFGHAMGLEHSQDPGALMAPIYTYTKNFRLSNDDIKGIQELYGPSPDADTDTGTGPTPTLGPVTPEICKQDIVFDGIAQIRGEIFFFKDRFIWRTVT.... The pIC50 is 4.0. The small molecule is O=C(/C=C/c1ccc2c(c1)O[C@@H](C(=O)O)[C@@H](c1ccc(O)c(O)c1)O2)O[C@H](Cc1ccc(O)c(O)c1)C(=O)O.